Dataset: Forward reaction prediction with 1.9M reactions from USPTO patents (1976-2016). Task: Predict the product of the given reaction. (1) Given the reactants [CH:1]([CH:4]1[NH:9][C:8](=O)[CH2:7][NH:6][C:5]1=O)([CH3:3])[CH3:2].[H-].[Al+3].[Li+].[H-].[H-].[H-], predict the reaction product. The product is: [CH:1]([CH:4]1[CH2:5][NH:6][CH2:7][CH2:8][NH:9]1)([CH3:3])[CH3:2]. (2) The product is: [CH3:23][O:22][CH2:21][CH2:20][O:12][C:6]1[CH:5]=[C:4]2[C:9]([CH:10]=[CH:11][C:2]([CH3:1])=[N:3]2)=[CH:8][CH:7]=1. Given the reactants [CH3:1][C:2]1[CH:11]=[CH:10][C:9]2[C:4](=[CH:5][C:6]([OH:12])=[CH:7][CH:8]=2)[N:3]=1.C([O-])([O-])=O.[Cs+].[Cs+].Br[CH2:20][CH2:21][O:22][CH3:23], predict the reaction product. (3) Given the reactants [CH3:1][O:2][C:3]1[C:8]([O:9][CH3:10])=[CH:7][CH:6]=[CH:5][C:4]=1[CH2:11][C:12]([OH:14])=O.C(Cl)(=O)C(Cl)=O.[NH2:21][C:22]1[C:27]([C:28]#[N:29])=[C:26]([O:30][CH2:31][CH3:32])[N:25]=[C:24]([NH2:33])[CH:23]=1.NC1C(N)=NC=CC=1, predict the reaction product. The product is: [NH2:21][C:22]1[C:27]([C:28]#[N:29])=[C:26]([O:30][CH2:31][CH3:32])[N:25]=[C:24]([NH:33][C:12](=[O:14])[CH2:11][C:4]2[CH:5]=[CH:6][CH:7]=[C:8]([O:9][CH3:10])[C:3]=2[O:2][CH3:1])[CH:23]=1. (4) Given the reactants [CH3:1][NH:2][CH2:3][C@H:4]1[CH2:9][CH2:8][C@H:7]([C:10]2[N:14]3[CH:15]=[CH:16][N:17]=[C:18]([NH2:19])[C:13]3=[C:12]([C:20]3[CH:25]=[CH:24][C:23]([O:26][C:27]4[CH:32]=[CH:31][CH:30]=[CH:29][CH:28]=4)=[CH:22][CH:21]=3)[N:11]=2)[CH2:6][CH2:5]1.[CH3:33]NC, predict the reaction product. The product is: [CH3:1][N:2]([CH2:3][CH:4]1[CH2:9][CH2:8][CH:7]([C:10]2[N:14]3[CH:15]=[CH:16][N:17]=[C:18]([NH2:19])[C:13]3=[C:12]([C:20]3[CH:21]=[CH:22][C:23]([O:26][C:27]4[CH:28]=[CH:29][CH:30]=[CH:31][CH:32]=4)=[CH:24][CH:25]=3)[N:11]=2)[CH2:6][CH2:5]1)[CH3:33]. (5) The product is: [OH:4][CH2:3][C@@H:2]([NH:1][CH:7]([CH3:13])[CH2:8][CH2:9][C:10]([OH:12])=[O:11])[CH3:5]. Given the reactants [NH2:1][C@@H:2]([CH3:5])[CH2:3][OH:4].O=[C:7]([CH3:13])[CH2:8][CH2:9][C:10]([OH:12])=[O:11], predict the reaction product. (6) Given the reactants [Cl:1][C:2]1[CH:7]=[CH:6][C:5]([S:8]([C:11]2([C:22]3[CH:27]=[C:26]([F:28])[CH:25]=[CH:24][C:23]=3[F:29])[CH2:16][CH2:15][CH:14]([CH2:17][S:18]([NH2:21])(=[O:20])=[O:19])[CH2:13][CH2:12]2)(=[O:10])=[O:9])=[CH:4][CH:3]=1.[C:30](O)(=[O:32])[CH3:31].CN(C1C=CC=CN=1)C.Cl.CN(C)CCCN=C=NCC, predict the reaction product. The product is: [C:30]([NH:21][S:18]([CH2:17][CH:14]1[CH2:13][CH2:12][C:11]([S:8]([C:5]2[CH:6]=[CH:7][C:2]([Cl:1])=[CH:3][CH:4]=2)(=[O:9])=[O:10])([C:22]2[CH:27]=[C:26]([F:28])[CH:25]=[CH:24][C:23]=2[F:29])[CH2:16][CH2:15]1)(=[O:20])=[O:19])(=[O:32])[CH3:31]. (7) Given the reactants [Cl-].[Al+3].[Cl-].[Cl-].[N+:5](=[CH:7][C:8]([C:10]1[CH:15]=[CH:14][C:13]([O:16][C:17]([F:20])([F:19])[F:18])=[CH:12][CH:11]=1)=[O:9])=[N-].[CH2:21](OCC)[CH3:22], predict the reaction product. The product is: [CH3:21][C:22]1[O:9][C:8]([C:10]2[CH:15]=[CH:14][C:13]([O:16][C:17]([F:20])([F:19])[F:18])=[CH:12][CH:11]=2)=[CH:7][N:5]=1. (8) The product is: [Cl:1][C:2]1[CH:3]=[C:4]([N:11]([CH2:18][C:19]2[CH:20]=[CH:21][C:22]([O:25][CH3:26])=[CH:23][CH:24]=2)[C:12]2[CH:17]=[CH:16][CH:15]=[CH:14][CH:13]=2)[C:5]2[N:6]([C:8]([C:32]([OH:34])=[O:33])=[CH:9][N:10]=2)[N:7]=1. Given the reactants [Cl:1][C:2]1[CH:3]=[C:4]([N:11]([CH2:18][C:19]2[CH:24]=[CH:23][C:22]([O:25][CH3:26])=[CH:21][CH:20]=2)[C:12]2[CH:17]=[CH:16][CH:15]=[CH:14][CH:13]=2)[C:5]2[N:6]([CH:8]=[CH:9][N:10]=2)[N:7]=1.[Li]CCCC.[C:32](=[O:34])=[O:33], predict the reaction product. (9) Given the reactants [OH:1][C:2]1[CH:3]=[C:4]([CH2:8][CH2:9][CH2:10][CH2:11][N:12]2[C:20](=[O:21])[C:19]3[C:14](=[CH:15][CH:16]=[CH:17][CH:18]=3)[C:13]2=[O:22])[CH:5]=[CH:6][CH:7]=1.[F:23][C:24]([F:37])([F:36])[S:25](O[S:25]([C:24]([F:37])([F:36])[F:23])(=[O:27])=[O:26])(=[O:27])=[O:26].O.C(OCC)C, predict the reaction product. The product is: [F:23][C:24]([F:37])([F:36])[S:25]([O:1][C:2]1[CH:7]=[CH:6][CH:5]=[C:4]([CH2:8][CH2:9][CH2:10][CH2:11][N:12]2[C:20](=[O:21])[C:19]3[C:14](=[CH:15][CH:16]=[CH:17][CH:18]=3)[C:13]2=[O:22])[CH:3]=1)(=[O:27])=[O:26].